This data is from Peptide-MHC class II binding affinity with 134,281 pairs from IEDB. The task is: Regression. Given a peptide amino acid sequence and an MHC pseudo amino acid sequence, predict their binding affinity value. This is MHC class II binding data. (1) The peptide sequence is EITGIMKDFDEPGHL. The MHC is DRB1_1501 with pseudo-sequence DRB1_1501. The binding affinity (normalized) is 0.0828. (2) The peptide sequence is QATFMVFQALAQYQKDAP. The MHC is DRB1_0301 with pseudo-sequence DRB1_0301. The binding affinity (normalized) is 0. (3) The peptide sequence is KGDEQKLRSAGEVEI. The MHC is DRB3_0101 with pseudo-sequence DRB3_0101. The binding affinity (normalized) is 0.148. (4) The peptide sequence is DPDKDVDIMVRDGQL. The MHC is HLA-DPA10201-DPB10501 with pseudo-sequence HLA-DPA10201-DPB10501. The binding affinity (normalized) is 0.373. (5) The peptide sequence is LRIKSYEDAKSPLTA. The MHC is DRB1_0802 with pseudo-sequence DRB1_0802. The binding affinity (normalized) is 0.648. (6) The peptide sequence is MRNVFDDVVPADFKV. The MHC is DRB1_0101 with pseudo-sequence DRB1_0101. The binding affinity (normalized) is 0.394. (7) The peptide sequence is GGGFGMLLRKYGIAA. The MHC is HLA-DPA10201-DPB10501 with pseudo-sequence HLA-DPA10201-DPB10501. The binding affinity (normalized) is 0.293. (8) The peptide sequence is GELSIVDKIDAAFKI. The MHC is DRB1_0404 with pseudo-sequence DRB1_0404. The binding affinity (normalized) is 0.576. (9) The peptide sequence is VQDPKFWELVDEERK. The MHC is DRB1_1101 with pseudo-sequence DRB1_1101. The binding affinity (normalized) is 0.255. (10) The peptide sequence is YDKFVANVSTVLTGK. The MHC is DRB1_0802 with pseudo-sequence DRB1_0802. The binding affinity (normalized) is 0.788.